From a dataset of Peptide-MHC class I binding affinity with 185,985 pairs from IEDB/IMGT. Regression. Given a peptide amino acid sequence and an MHC pseudo amino acid sequence, predict their binding affinity value. This is MHC class I binding data. (1) The MHC is HLA-A33:01 with pseudo-sequence HLA-A33:01. The peptide sequence is LSAGVEFLK. The binding affinity (normalized) is 0.167. (2) The peptide sequence is DTWHGFKNM. The MHC is HLA-B58:01 with pseudo-sequence HLA-B58:01. The binding affinity (normalized) is 0.0847. (3) The peptide sequence is TFMYVFSTF. The MHC is HLA-A24:03 with pseudo-sequence HLA-A24:03. The binding affinity (normalized) is 0.824. (4) The peptide sequence is RANNNRLPK. The MHC is HLA-B08:01 with pseudo-sequence HLA-B08:01. The binding affinity (normalized) is 0.0847. (5) The peptide sequence is VYERQPCWY. The MHC is HLA-A03:01 with pseudo-sequence HLA-A03:01. The binding affinity (normalized) is 0.172. (6) The peptide sequence is LIDVLKTRL. The MHC is HLA-A30:01 with pseudo-sequence HLA-A30:01. The binding affinity (normalized) is 0. (7) The peptide sequence is CLTSTVQLV. The binding affinity (normalized) is 0.434. The MHC is HLA-A02:02 with pseudo-sequence HLA-A02:02. (8) The peptide sequence is GSEELRSLY. The MHC is HLA-B40:01 with pseudo-sequence HLA-B40:01. The binding affinity (normalized) is 0.0847.